This data is from NCI-60 drug combinations with 297,098 pairs across 59 cell lines. The task is: Regression. Given two drug SMILES strings and cell line genomic features, predict the synergy score measuring deviation from expected non-interaction effect. (1) Drug 1: C1=CC(=CC=C1CCCC(=O)O)N(CCCl)CCCl. Drug 2: CC1C(C(CC(O1)OC2CC(CC3=C2C(=C4C(=C3O)C(=O)C5=CC=CC=C5C4=O)O)(C(=O)C)O)N)O. Cell line: HCT-15. Synergy scores: CSS=44.6, Synergy_ZIP=1.57, Synergy_Bliss=4.03, Synergy_Loewe=-18.5, Synergy_HSA=5.42. (2) Drug 1: C1=CC(=C2C(=C1NCCNCCO)C(=O)C3=C(C=CC(=C3C2=O)O)O)NCCNCCO. Drug 2: CNC(=O)C1=NC=CC(=C1)OC2=CC=C(C=C2)NC(=O)NC3=CC(=C(C=C3)Cl)C(F)(F)F. Cell line: HCT116. Synergy scores: CSS=58.4, Synergy_ZIP=0.644, Synergy_Bliss=-0.0367, Synergy_Loewe=-5.63, Synergy_HSA=3.87. (3) Drug 1: C1C(C(OC1N2C=NC3=C(N=C(N=C32)Cl)N)CO)O. Drug 2: CCN(CC)CCNC(=O)C1=C(NC(=C1C)C=C2C3=C(C=CC(=C3)F)NC2=O)C. Cell line: OVCAR3. Synergy scores: CSS=10.5, Synergy_ZIP=-4.99, Synergy_Bliss=-8.60, Synergy_Loewe=-13.4, Synergy_HSA=-8.82. (4) Drug 1: CNC(=O)C1=CC=CC=C1SC2=CC3=C(C=C2)C(=NN3)C=CC4=CC=CC=N4. Drug 2: CCCCC(=O)OCC(=O)C1(CC(C2=C(C1)C(=C3C(=C2O)C(=O)C4=C(C3=O)C=CC=C4OC)O)OC5CC(C(C(O5)C)O)NC(=O)C(F)(F)F)O. Cell line: HOP-92. Synergy scores: CSS=3.19, Synergy_ZIP=-1.33, Synergy_Bliss=-0.844, Synergy_Loewe=-2.08, Synergy_HSA=-1.49. (5) Drug 1: CS(=O)(=O)CCNCC1=CC=C(O1)C2=CC3=C(C=C2)N=CN=C3NC4=CC(=C(C=C4)OCC5=CC(=CC=C5)F)Cl. Drug 2: N.N.Cl[Pt+2]Cl. Cell line: MDA-MB-435. Synergy scores: CSS=5.45, Synergy_ZIP=-4.88, Synergy_Bliss=-0.451, Synergy_Loewe=-4.26, Synergy_HSA=-0.420. (6) Drug 1: COC1=CC(=CC(=C1O)OC)C2C3C(COC3=O)C(C4=CC5=C(C=C24)OCO5)OC6C(C(C7C(O6)COC(O7)C8=CC=CS8)O)O. Drug 2: C1=C(C(=O)NC(=O)N1)N(CCCl)CCCl. Cell line: COLO 205. Synergy scores: CSS=59.0, Synergy_ZIP=3.34, Synergy_Bliss=3.77, Synergy_Loewe=8.63, Synergy_HSA=11.0.